This data is from Full USPTO retrosynthesis dataset with 1.9M reactions from patents (1976-2016). The task is: Predict the reactants needed to synthesize the given product. Given the product [F:30][C:31]1[CH:38]=[CH:37][C:34]([CH2:35][N:8]([CH2:7][C:6]2[CH:22]=[CH:23][C:3]([O:2][CH3:1])=[CH:4][CH:5]=2)[S:9]([C:12]2[CH:13]=[CH:14][C:15]([C:16]([O:18][CH3:19])=[O:17])=[CH:20][CH:21]=2)(=[O:11])=[O:10])=[CH:33][CH:32]=1, predict the reactants needed to synthesize it. The reactants are: [CH3:1][O:2][C:3]1[CH:23]=[CH:22][C:6]([CH2:7][NH:8][S:9]([C:12]2[CH:21]=[CH:20][C:15]([C:16]([O:18][CH3:19])=[O:17])=[CH:14][CH:13]=2)(=[O:11])=[O:10])=[CH:5][CH:4]=1.C(=O)([O-])[O-].[Cs+].[Cs+].[F:30][C:31]1[CH:38]=[CH:37][C:34]([CH2:35]Br)=[CH:33][CH:32]=1.